Dataset: Full USPTO retrosynthesis dataset with 1.9M reactions from patents (1976-2016). Task: Predict the reactants needed to synthesize the given product. (1) Given the product [N:13]12[CH2:18][CH2:17][CH:16]([CH2:15][CH2:14]1)[C@H:11]([NH:10][C:28](=[O:29])[C:27]1[CH:31]=[CH:32][C:24]([C:20]3[S:19][CH:23]=[CH:22][CH:21]=3)=[CH:25][CH:26]=1)[CH2:12]2, predict the reactants needed to synthesize it. The reactants are: C(N(CC)CC)C.Cl.Cl.[NH2:10][C@H:11]1[CH:16]2[CH2:17][CH2:18][N:13]([CH2:14][CH2:15]2)[CH2:12]1.[S:19]1[CH:23]=[CH:22][CH:21]=[C:20]1[C:24]1[CH:32]=[CH:31][C:27]([C:28](O)=[O:29])=[CH:26][CH:25]=1.ON1C2C=CC=CC=2N=N1.C(N=C=NC(C)C)(C)C. (2) Given the product [Br:8][C:5]1[CH:4]=[N:3][C:2]([NH:9][CH2:10][CH2:11][N:12]2[CH2:17][CH2:16][O:15][CH2:14][CH2:13]2)=[N:7][CH:6]=1, predict the reactants needed to synthesize it. The reactants are: Cl[C:2]1[N:7]=[CH:6][C:5]([Br:8])=[CH:4][N:3]=1.[NH2:9][CH2:10][CH2:11][N:12]1[CH2:17][CH2:16][O:15][CH2:14][CH2:13]1.C(N(C(C)C)CC)(C)C. (3) Given the product [C:18]([O:1][C@@H:2]([C:4]1[CH:9]=[CH:8][C:7]([C:10](=[O:16])[CH2:11][C:12]([CH3:15])([CH3:14])[CH3:13])=[CH:6][CH:5]=1)[CH3:3])(=[O:17])[CH3:19].[OH:17][C@H:18]([C:20]1[CH:25]=[CH:24][C:23]([C:26](=[O:32])[CH2:27][C:28]([CH3:31])([CH3:30])[CH3:29])=[CH:22][CH:21]=1)[CH3:19], predict the reactants needed to synthesize it. The reactants are: [OH:1][C@H:2]([C:4]1[CH:9]=[CH:8][C:7]([C:10](=[O:16])[CH2:11][C:12]([CH3:15])([CH3:14])[CH3:13])=[CH:6][CH:5]=1)[CH3:3].[OH:17][CH:18]([C:20]1[CH:25]=[CH:24][C:23]([C:26](=[O:32])[CH2:27][C:28]([CH3:31])([CH3:30])[CH3:29])=[CH:22][CH:21]=1)[CH3:19].C(OC=C)(=O)C.